Dataset: Reaction yield outcomes from USPTO patents with 853,638 reactions. Task: Predict the reaction yield, written as a fraction of the theoretical maximum amount of product (1.0 means a 100% yield; for example, 0.34 means a 34% yield). (1) The reactants are [CH3:1][C:2]1[N:7]=[C:6]([NH:8][C:9]2[C:14]([CH3:15])=[CH:13][C:12]([CH3:16])=[CH:11][C:10]=2[CH3:17])[C:5]([S:18]([C:21]2[CH:26]=[CH:25][C:24](OS(C(F)(F)F)(=O)=O)=[CH:23][CH:22]=2)(=[O:20])=[O:19])=[CH:4][N:3]=1.C([O-])(O)=O.[Na+].[CH3:40][N:41](C=O)C. The catalyst is [C-]#N.[Zn+2].[C-]#N.C1C=CC([P]([Pd]([P](C2C=CC=CC=2)(C2C=CC=CC=2)C2C=CC=CC=2)([P](C2C=CC=CC=2)(C2C=CC=CC=2)C2C=CC=CC=2)[P](C2C=CC=CC=2)(C2C=CC=CC=2)C2C=CC=CC=2)(C2C=CC=CC=2)C2C=CC=CC=2)=CC=1. The product is [CH3:1][C:2]1[N:7]=[C:6]([NH:8][C:9]2[C:14]([CH3:15])=[CH:13][C:12]([CH3:16])=[CH:11][C:10]=2[CH3:17])[C:5]([S:18]([C:21]2[CH:26]=[CH:25][C:24]([C:40]#[N:41])=[CH:23][CH:22]=2)(=[O:20])=[O:19])=[CH:4][N:3]=1. The yield is 0.970. (2) The reactants are [Si:1]([O:8][CH:9]1[CH:14]2[C@@H:12](O2)[C:11](=[O:15])[CH2:10]1)([C:4]([CH3:7])([CH3:6])[CH3:5])([CH3:3])[CH3:2].[CH3:16][O:17][C:18](=[O:25])[CH2:19][S:20][CH2:21][CH2:22][CH2:23][SH:24].[Si](O[C@@H]1CC(=O)C=C1)(C(C)(C)C)(C)C. The catalyst is C(Cl)Cl. The product is [CH3:16][O:17][C:18](=[O:25])[CH2:19][S:20][CH2:21][CH2:22][CH2:23][S:24][C:12]1[C:11](=[O:15])[CH2:10][C@@H:9]([O:8][Si:1]([C:4]([CH3:5])([CH3:6])[CH3:7])([CH3:2])[CH3:3])[CH:14]=1. The yield is 0.800. (3) The reactants are [CH3:1][C:2]1[CH:7]=[C:6]([N+:8]([O-:10])=[O:9])[CH:5]=[CH:4][C:3]=1[N:11]=[C:12]1[N:16]([CH2:17][C:18](=[O:23])[C:19]([CH3:22])([CH3:21])[CH3:20])[CH2:15][CH2:14][S:13]1.[BH4-].[Na+]. The catalyst is CO. The product is [CH3:1][C:2]1[CH:7]=[C:6]([N+:8]([O-:10])=[O:9])[CH:5]=[CH:4][C:3]=1[N:11]=[C:12]1[N:16]([CH2:17][CH:18]([OH:23])[C:19]([CH3:21])([CH3:20])[CH3:22])[CH2:15][CH2:14][S:13]1. The yield is 0.920. (4) The yield is 0.360. The reactants are [N:1]1([C:7]([O:9][C:10]([CH3:13])([CH3:12])[CH3:11])=[O:8])[CH2:6][CH2:5][NH:4][CH2:3][CH2:2]1.[Br:14][CH2:15][CH2:16]Br.CCN(C(C)C)C(C)C. The product is [Br:14][CH2:15][CH2:16][N:4]1[CH2:5][CH2:6][N:1]([C:7]([O:9][C:10]([CH3:13])([CH3:12])[CH3:11])=[O:8])[CH2:2][CH2:3]1. No catalyst specified.